Dataset: Reaction yield outcomes from USPTO patents with 853,638 reactions. Task: Predict the reaction yield, written as a fraction of the theoretical maximum amount of product (1.0 means a 100% yield; for example, 0.34 means a 34% yield). (1) The reactants are [NH2:1][C:2]1[C:11]2[C:6](=[C:7](Br)[CH:8]=[CH:9][CH:10]=2)[N:5]=[N:4][C:3]=1[C:13]([NH:15][CH2:16][CH3:17])=[O:14].[CH3:18][O:19][C:20]1[CH:25]=[CH:24][C:23]([O:26][CH3:27])=[CH:22][C:21]=1B(O)O. No catalyst specified. The product is [NH2:1][C:2]1[C:11]2[C:6](=[C:7]([C:24]3[CH:25]=[C:20]([O:19][CH3:18])[CH:21]=[CH:22][C:23]=3[O:26][CH3:27])[CH:8]=[CH:9][CH:10]=2)[N:5]=[N:4][C:3]=1[C:13]([NH:15][CH2:16][CH3:17])=[O:14]. The yield is 0.540. (2) The reactants are Br[N:2]1[C:10]2[C:5](=[CH:6][CH:7]=[CH:8][CH:9]=2)[C:4]([CH3:11])=[C:3]1[C:12]1[C:17]([F:18])=[CH:16][CH:15]=[CH:14][C:13]=1[F:19].[CH3:20][N:21]1[C:25](B(O)O)=[CH:24][C:23]([C:29](F)(F)F)=[N:22]1.C(=O)([O-])[O-].[K+].[K+]. The catalyst is C1C=CC([P]([Pd]([P](C2C=CC=CC=2)(C2C=CC=CC=2)C2C=CC=CC=2)([P](C2C=CC=CC=2)(C2C=CC=CC=2)C2C=CC=CC=2)[P](C2C=CC=CC=2)(C2C=CC=CC=2)C2C=CC=CC=2)(C2C=CC=CC=2)C2C=CC=CC=2)=CC=1. The product is [F:19][C:13]1[CH:14]=[CH:15][CH:16]=[C:17]([F:18])[C:12]=1[C:3]1[NH:2][C:10]2[C:5]([C:4]=1[CH3:11])=[CH:6][C:7]([C:25]1[N:21]([CH3:20])[N:22]=[C:23]([CH3:29])[CH:24]=1)=[CH:8][CH:9]=2. The yield is 0.461.